Dataset: Reaction yield outcomes from USPTO patents with 853,638 reactions. Task: Predict the reaction yield, written as a fraction of the theoretical maximum amount of product (1.0 means a 100% yield; for example, 0.34 means a 34% yield). (1) The product is [CH3:1][S:2]([C:3]1[N:4]([CH2:37][C:38]([F:40])([F:39])[F:41])[C:5](=[O:36])[C:6]2[C:11]([C:12]3[CH:13]=[CH:14][CH:15]=[CH:16][CH:17]=3)=[C:10]([C:18]3[CH:19]=[CH:20][C:21]([C:24]4([NH:28][C:29](=[O:35])[O:30][C:31]([CH3:34])([CH3:32])[CH3:33])[CH2:25][CH2:26][CH2:27]4)=[CH:22][CH:23]=3)[O:9][C:7]=2[N:8]=1)=[O:42]. The reactants are [CH3:1][S:2][C:3]1[N:4]([CH2:37][C:38]([F:41])([F:40])[F:39])[C:5](=[O:36])[C:6]2[C:11]([C:12]3[CH:17]=[CH:16][CH:15]=[CH:14][CH:13]=3)=[C:10]([C:18]3[CH:23]=[CH:22][C:21]([C:24]4([NH:28][C:29](=[O:35])[O:30][C:31]([CH3:34])([CH3:33])[CH3:32])[CH2:27][CH2:26][CH2:25]4)=[CH:20][CH:19]=3)[O:9][C:7]=2[N:8]=1.[OH:42]OS([O-])=O.[K+]. The catalyst is C1COCC1.CO.O.CCOC(C)=O. The yield is 0.950. (2) The reactants are [OH:1][C@H:2]1[CH2:10][C:9]2[C:4](=[CH:5][CH:6]=[CH:7][CH:8]=2)[C@H:3]1[C:11](OC)=[O:12].[Li+].[BH4-].C(=O)(O)[O-].[Na+]. The catalyst is C1COCC1. The product is [OH:12][CH2:11][C@@H:3]1[C:4]2[C:9](=[CH:8][CH:7]=[CH:6][CH:5]=2)[CH2:10][C@@H:2]1[OH:1]. The yield is 0.930. (3) The reactants are [Br:1][C:2]1[CH:7]=[CH:6][C:5]([C:8]([C:10]([C:12]2[CH:17]=[CH:16][C:15]([Br:18])=[CH:14][CH:13]=2)=O)=O)=[CH:4][CH:3]=1.[C:19]1([NH2:26])[CH:24]=[CH:23][CH:22]=[CH:21][C:20]=1[NH2:25]. The catalyst is C(Cl)(Cl)Cl. The product is [Br:1][C:2]1[CH:7]=[CH:6][C:5]([C:8]2[C:10]([C:12]3[CH:17]=[CH:16][C:15]([Br:18])=[CH:14][CH:13]=3)=[N:26][C:19]3[C:20](=[CH:21][CH:22]=[CH:23][CH:24]=3)[N:25]=2)=[CH:4][CH:3]=1. The yield is 0.920.